From a dataset of Reaction yield outcomes from USPTO patents with 853,638 reactions. Predict the reaction yield, written as a fraction of the theoretical maximum amount of product (1.0 means a 100% yield; for example, 0.34 means a 34% yield). (1) The reactants are Cl[C:2]1[CH:11]=[C:10]2[C:5]([CH:6]=[C:7]([NH:12][C:13]([C@@H:15]3[CH2:17][C@@H:16]3[F:18])=[O:14])[N:8]=[CH:9]2)=[CH:4][N:3]=1.[CH3:19][C:20]1[CH:25]=[CH:24][N:23]=[CH:22][C:21]=1B(O)O.C(=O)([O-])[O-].[Na+].[Na+]. The catalyst is C(#N)C.C(OCC)(=O)C.CC(P(C(C)(C)C)C1C=CC(N(C)C)=CC=1)(C)C.CC(P(C(C)(C)C)C1C=CC(N(C)C)=CC=1)(C)C.Cl[Pd]Cl. The product is [F:18][C@H:16]1[CH2:17][C@H:15]1[C:13]([NH:12][C:7]1[N:8]=[CH:9][C:10]2[C:5]([CH:6]=1)=[CH:4][N:3]=[C:2]([C:21]1[CH:22]=[N:23][CH:24]=[CH:25][C:20]=1[CH3:19])[CH:11]=2)=[O:14]. The yield is 0.500. (2) The reactants are [OH:1][C:2]1[C:11]2[C:6](=[CH:7][CH:8]=[CH:9][CH:10]=2)[C:5]([OH:12])=[CH:4][C:3]=1[C:13]([OH:15])=[O:14].[C:16]([O-])(O)=O.[Na+].CI.O. The catalyst is CN(C)C=O. The product is [OH:1][C:2]1[C:11]2[C:6](=[CH:7][CH:8]=[CH:9][CH:10]=2)[C:5]([OH:12])=[CH:4][C:3]=1[C:13]([O:15][CH3:16])=[O:14]. The yield is 0.820. (3) The reactants are [OH:1][NH:2][C:3]([C:5]1[C:10]([N+:11]([O-:13])=[O:12])=[CH:9][CH:8]=[CH:7][N:6]=1)=[NH:4].[CH3:14][O:15][C:16]1[CH:17]=[C:18]([CH:22]=[CH:23][CH:24]=1)[C:19](O)=O. No catalyst specified. The product is [CH3:14][O:15][C:16]1[CH:17]=[C:18]([C:19]2[O:1][N:2]=[C:3]([C:5]3[C:10]([N+:11]([O-:13])=[O:12])=[CH:9][CH:8]=[CH:7][N:6]=3)[N:4]=2)[CH:22]=[CH:23][CH:24]=1. The yield is 0.160. (4) The reactants are [CH3:1][O:2][C:3](=[O:20])[C:4](=[CH:9][C:10]1[CH:11]=[C:12]2[C:16](=[C:17]([CH3:19])[CH:18]=1)[NH:15][N:14]=[CH:13]2)[CH2:5][C:6]([OH:8])=[O:7]. The catalyst is C(OCC)(=O)C.CO.[Pd]. The product is [CH3:1][O:2][C:3](=[O:20])[CH:4]([CH2:9][C:10]1[CH:11]=[C:12]2[C:16](=[C:17]([CH3:19])[CH:18]=1)[NH:15][N:14]=[CH:13]2)[CH2:5][C:6]([OH:8])=[O:7]. The yield is 1.00. (5) The reactants are [H-].[Na+].[NH:3]1[CH:7]=[CH:6][N:5]=[CH:4]1.Br[CH2:9][C:10]([O:12][CH2:13][CH3:14])=[O:11]. The product is [CH2:13]([O:12][C:10](=[O:11])[CH2:9][N:3]1[CH:7]=[CH:6][N:5]=[CH:4]1)[CH3:14]. The yield is 0.650. The catalyst is C1COCC1.O. (6) The reactants are CS(O[C@@H:6]1[CH2:10][CH2:9][N:8]([C:11]([O:13][C:14]([CH3:17])([CH3:16])[CH3:15])=[O:12])[CH2:7]1)(=O)=O.[O:18]=[C:19]1[N:23]([CH:24]2[CH2:29][CH2:28][NH:27][CH2:26][CH2:25]2)[C:22]2[CH:30]=[CH:31][CH:32]=[CH:33][C:21]=2[NH:20]1.CC1C=C(C(C)(C)C)N=C(C(C)(C)C)C=1. The catalyst is C1(C)C=CC=CC=1.C(O)(C)C. The product is [O:18]=[C:19]1[N:23]([CH:24]2[CH2:25][CH2:26][N:27]([C@H:6]3[CH2:10][CH2:9][N:8]([C:11]([O:13][C:14]([CH3:17])([CH3:16])[CH3:15])=[O:12])[CH2:7]3)[CH2:28][CH2:29]2)[C:22]2[CH:30]=[CH:31][CH:32]=[CH:33][C:21]=2[NH:20]1. The yield is 0.280. (7) The reactants are C1C=C[NH+]=CC=1.[O-][Cr](Cl)(=O)=O.S([O-])([O-])(=O)=O.[Mg+2].[CH2:18]([C:22]1[C:26]([CH2:27][OH:28])=[C:25]([CH3:29])[O:24][N:23]=1)[CH2:19][CH2:20][CH3:21]. The catalyst is C(Cl)Cl.CCOCC. The product is [CH2:18]([C:22]1[C:26]([CH:27]=[O:28])=[C:25]([CH3:29])[O:24][N:23]=1)[CH2:19][CH2:20][CH3:21]. The yield is 0.840.